From a dataset of Catalyst prediction with 721,799 reactions and 888 catalyst types from USPTO. Predict which catalyst facilitates the given reaction. (1) Reactant: [CH3:1][C:2]1[O:6][N:5]=[C:4]([C:7]2[CH:12]=[CH:11][CH:10]=[CH:9][CH:8]=2)[C:3]=1[C:13]1[O:17][C:16]([C:18]2[CH:23]=[CH:22][C:21]([N:24]3[CH2:29][CH2:28]S[CH2:26][CH2:25]3)=[CH:20][CH:19]=2)=[N:15][N:14]=1.O[O:31][S:32]([O-:34])=O.[K+].S(=O)(O)[O-].[Na+].C(=O)([O-])[O-].[Na+].[Na+]. Product: [CH3:1][C:2]1[O:6][N:5]=[C:4]([C:7]2[CH:12]=[CH:11][CH:10]=[CH:9][CH:8]=2)[C:3]=1[C:13]1[O:17][C:16]([C:18]2[CH:19]=[CH:20][C:21]([N:24]3[CH2:25][CH2:26][S:32](=[O:34])(=[O:31])[CH2:28][CH2:29]3)=[CH:22][CH:23]=2)=[N:15][N:14]=1. The catalyst class is: 24. (2) The catalyst class is: 14. Reactant: [Cl:1][C:2]1[CH:3]=[C:4]([NH:8][C:9]2[CH:14]=[CH:13][N:12]3[N:15]=[CH:16][C:17]([CH:18]=O)=[C:11]3[N:10]=2)[CH:5]=[CH:6][CH:7]=1.[S:20]1[CH2:26][C:24](=[O:25])[NH:23][C:21]1=[S:22].N1CCCCC1. Product: [Cl:1][C:2]1[CH:3]=[C:4]([NH:8][C:9]2[CH:14]=[CH:13][N:12]3[N:15]=[CH:16][C:17]([CH:18]=[C:26]4[S:20][C:21](=[S:22])[NH:23][C:24]4=[O:25])=[C:11]3[N:10]=2)[CH:5]=[CH:6][CH:7]=1. (3) Product: [CH3:13][N:14]([CH3:16])[CH:15]=[CH:1][C:2]1[C:7]([N+:8]([O-:10])=[O:9])=[CH:6][CH:5]=[CH:4][N:3]=1. Reactant: [CH3:1][C:2]1[C:7]([N+:8]([O-:10])=[O:9])=[CH:6][CH:5]=[CH:4][N:3]=1.CO[CH:13](OC)[N:14]([CH3:16])[CH3:15]. The catalyst class is: 3. (4) Reactant: CS[CH2:3][O:4][C@@H:5]1[C@@H:9]([CH2:10][O:11][Si](C(C)(C)C)(C)C)[O:8][C@@H:7]([N:19]2[CH:27]=[C:25]([CH3:26])[C:23](=[O:24])[NH:22][C:20]2=[O:21])[CH2:6]1.C1CCCCC=1.[N-:34]=[N+:35]=[N-:36].[Na+].[NH4+].[F-]. Product: [N:34]([CH2:3][O:4][C@@H:5]1[C@@H:9]([CH2:10][OH:11])[O:8][C@@H:7]([N:19]2[CH:27]=[C:25]([CH3:26])[C:23](=[O:24])[NH:22][C:20]2=[O:21])[CH2:6]1)=[N+:35]=[N-:36]. The catalyst class is: 34.